This data is from Full USPTO retrosynthesis dataset with 1.9M reactions from patents (1976-2016). The task is: Predict the reactants needed to synthesize the given product. (1) Given the product [Cl:16][C:13]1[CH:14]=[CH:15][C:10]2[N:9]([CH2:29][C:30]3[CH:35]=[CH:34][C:33]([O:36][CH3:37])=[CH:32][C:31]=3[O:38][CH3:39])[C:7](=[O:8])[CH:2]([C:3]([O:5][CH3:6])=[O:4])[CH2:18][CH:17]([C:19]3[CH:24]=[CH:23][CH:22]=[C:21]([O:25][CH3:26])[C:20]=3[O:27][CH3:28])[C:11]=2[CH:12]=1, predict the reactants needed to synthesize it. The reactants are: Cl[CH:2]([C:7]([N:9]([CH2:29][C:30]1[CH:35]=[CH:34][C:33]([O:36][CH3:37])=[CH:32][C:31]=1[O:38][CH3:39])[C:10]1[CH:15]=[CH:14][C:13]([Cl:16])=[CH:12][C:11]=1[C:17]([C:19]1[CH:24]=[CH:23][CH:22]=[C:21]([O:25][CH3:26])[C:20]=1[O:27][CH3:28])=[CH2:18])=[O:8])[C:3]([O:5][CH3:6])=[O:4].C([Sn](CCCC)CCCC)CCC.N(C(C)(C)C#N)=NC(C)(C)C#N. (2) Given the product [Cl:25][C:24]1[C:19]([N:18]2[C:14]([C:12]([NH:13][C:8]3[C:7]([CH3:32])=[CH:6][C:5](/[CH:4]=[N:3]/[O:2][CH3:1])=[CH:31][C:9]=3[C:10]([NH:34][NH2:35])=[O:30])=[O:11])=[CH:15][C:16]([O:26][CH:27]([F:28])[F:29])=[N:17]2)=[N:20][CH:21]=[CH:22][CH:23]=1, predict the reactants needed to synthesize it. The reactants are: [CH3:1][O:2][N:3]=[CH:4][C:5]1[CH:6]=[C:7]([CH3:32])[C:8]2[N:13]=[C:12]([C:14]3[N:18]([C:19]4[C:24]([Cl:25])=[CH:23][CH:22]=[CH:21][N:20]=4)[N:17]=[C:16]([O:26][CH:27]([F:29])[F:28])[CH:15]=3)[O:11][C:10](=[O:30])[C:9]=2[CH:31]=1.O.[NH2:34][NH2:35]. (3) Given the product [Cl:1][CH2:2][CH2:3][CH2:4][C:5]([NH:7][N:8]([C:22](=[O:29])[CH2:23][C:24]([O:26][CH2:27][CH3:28])=[O:25])[C:9]1[CH:14]=[CH:13][CH:12]=[CH:11][CH:10]=1)=[O:6], predict the reactants needed to synthesize it. The reactants are: [Cl:1][CH2:2][CH2:3][CH2:4][C:5]([NH:7][NH:8][C:9]1[CH:14]=[CH:13][CH:12]=[CH:11][CH:10]=1)=[O:6].C([O-])([O-])=O.[Na+].[Na+].Cl[C:22](=[O:29])[CH2:23][C:24]([O:26][CH2:27][CH3:28])=[O:25]. (4) The reactants are: [NH2:1][CH:2]([C:6]1[CH:11]=[CH:10][CH:9]=[C:8]([Cl:12])[C:7]=1[Cl:13])[C:3]([OH:5])=[O:4].C(=O)([O-])O.[Na+].[C:19](O[C:19]([O:21][C:22]([CH3:25])([CH3:24])[CH3:23])=[O:20])([O:21][C:22]([CH3:25])([CH3:24])[CH3:23])=[O:20]. Given the product [C:22]([O:21][C:19]([NH:1][CH:2]([C:6]1[CH:11]=[CH:10][CH:9]=[C:8]([Cl:12])[C:7]=1[Cl:13])[C:3]([OH:5])=[O:4])=[O:20])([CH3:25])([CH3:24])[CH3:23], predict the reactants needed to synthesize it. (5) Given the product [Br:14][C:15]1[C:24]2[C:19](=[CH:20][CH:21]=[CH:22][CH:23]=2)[C:18]([O:11][CH:10]2[CH2:9][CH2:8][N:7]([CH3:12])[CH2:6][C:5]3[O:13][C:2]([CH3:1])=[CH:3][C:4]2=3)=[CH:17][CH:16]=1, predict the reactants needed to synthesize it. The reactants are: [CH3:1][C:2]1[O:13][C:5]2[CH2:6][N:7]([CH3:12])[CH2:8][CH2:9][CH:10]([OH:11])[C:4]=2[CH:3]=1.[Br:14][C:15]1[C:24]2[C:19](=[CH:20][CH:21]=[CH:22][CH:23]=2)[C:18](F)=[CH:17][CH:16]=1. (6) Given the product [CH3:3][C:4]1[C:13]2[CH:12]=[CH:11][CH:10]=[CH:9][C:8]=2[N:7]2[N:20]=[C:15]3[C:14]([CH:19]=[CH:18][CH:17]=[CH:16]3)=[C:6]2[CH:5]=1, predict the reactants needed to synthesize it. The reactants are: Cl.Cl.[CH3:3][C:4]1[C:13]2[C:8](=[CH:9][CH:10]=[CH:11][CH:12]=2)[N:7]=[C:6]([C:14]2[CH:19]=[CH:18][CH:17]=[CH:16][C:15]=2[NH2:20])[CH:5]=1.N([O-])=O.[Na+].[N-]=[N+]=[N-].[Na+].C(=O)([O-])[O-].[Na+].[Na+]. (7) The reactants are: [NH2:1][C:2]1[C:7]([C:8]([O:10][CH2:11][CH3:12])=[O:9])=[CH:6][C:5]([N:13]2[CH2:18][CH2:17][C@H:16]([NH:19][C:20]([C:22]3[NH:23][C:24]([CH3:29])=[C:25]([Cl:28])[C:26]=3[Cl:27])=[O:21])[C@H:15]([O:30][CH3:31])[CH2:14]2)=[N:4][CH:3]=1.[CH3:32][O:33][C:34](Cl)=[O:35]. Given the product [Cl:27][C:26]1[C:25]([Cl:28])=[C:24]([CH3:29])[NH:23][C:22]=1[C:20]([NH:19][C@H:16]1[CH2:17][CH2:18][N:13]([C:5]2[CH:6]=[C:7]([C:2]([NH:1][C:34]([O:33][CH3:32])=[O:35])=[CH:3][N:4]=2)[C:8]([O:10][CH2:11][CH3:12])=[O:9])[CH2:14][C@H:15]1[O:30][CH3:31])=[O:21], predict the reactants needed to synthesize it.